Dataset: Catalyst prediction with 721,799 reactions and 888 catalyst types from USPTO. Task: Predict which catalyst facilitates the given reaction. (1) Reactant: F[C:2]1[CH:7]=[CH:6][CH:5]=[CH:4][C:3]=1[S:8]([NH:11][C:12]1[C:21]([C:22]([OH:24])=[O:23])=[C:20]2[C:15]([CH:16]3[CH2:25][CH:17]3[CH2:18][O:19]2)=[CH:14][CH:13]=1)(=[O:10])=[O:9].[CH3:26][N:27]([CH3:32])[CH2:28][CH2:29][CH2:30][NH2:31].C(N(CC)CC)C. Product: [CH3:26][N:27]([CH3:32])[CH2:28][CH2:29][CH2:30][NH:31][C:2]1[CH:7]=[CH:6][CH:5]=[CH:4][C:3]=1[S:8]([NH:11][C:12]1[C:21]([C:22]([OH:24])=[O:23])=[C:20]2[C:15]([CH:16]3[CH2:25][CH:17]3[CH2:18][O:19]2)=[CH:14][CH:13]=1)(=[O:10])=[O:9]. The catalyst class is: 37. (2) Reactant: [CH2:1]([C:3]1[CH:4]=[N:5][C:6]([N:9]2[CH2:14][CH2:13][CH:12]([O:15][CH2:16][CH2:17][O:18]C3CCCCO3)[CH2:11][CH2:10]2)=[N:7][CH:8]=1)[CH3:2].O.C1(C)C=CC(S(O)(=O)=O)=CC=1. Product: [CH2:1]([C:3]1[CH:4]=[N:5][C:6]([N:9]2[CH2:14][CH2:13][CH:12]([O:15][CH2:16][CH2:17][OH:18])[CH2:11][CH2:10]2)=[N:7][CH:8]=1)[CH3:2]. The catalyst class is: 24. (3) Reactant: [OH:1][CH:2]([C:6]1[CH:11]=[CH:10][C:9]([C:12]2[N:16]=[C:15]([C:17]3[O:21][N:20]=[C:19]([C:22]4[CH:27]=[CH:26][CH:25]=[CH:24][CH:23]=4)[C:18]=3[C:28]([F:31])([F:30])[F:29])[O:14][N:13]=2)=[CH:8][CH:7]=1)[C:3]([OH:5])=O.CN1CCOCC1.[NH2:39][C@@H:40]([CH2:45][CH2:46][C:47]1[CH:52]=[CH:51][CH:50]=[CH:49][CH:48]=1)[C:41]([NH:43][CH3:44])=[O:42].CN(C(ON1N=NC2C=CC=NC1=2)=[N+](C)C)C.F[P-](F)(F)(F)(F)F. Product: [OH:1][CH:2]([C:6]1[CH:11]=[CH:10][C:9]([C:12]2[N:16]=[C:15]([C:17]3[O:21][N:20]=[C:19]([C:22]4[CH:27]=[CH:26][CH:25]=[CH:24][CH:23]=4)[C:18]=3[C:28]([F:31])([F:30])[F:29])[O:14][N:13]=2)=[CH:8][CH:7]=1)[C:3]([NH:39][C@@H:40]([CH2:45][CH2:46][C:47]1[CH:48]=[CH:49][CH:50]=[CH:51][CH:52]=1)[C:41]([NH:43][CH3:44])=[O:42])=[O:5]. The catalyst class is: 3. (4) Reactant: C(OC(=O)[NH:7][C:8]1[CH:13]=[C:12](C)[C:11]([C:15]([F:18])([F:17])[F:16])=[CH:10][C:9]=1[NH:19][C:20](=[O:38])[CH2:21][C:22]([C:24]1[CH:29]=[CH:28][CH:27]=[C:26]([C:30]2[CH:31]=[N:32][C:33]([CH2:36][CH3:37])=[CH:34][CH:35]=2)[CH:25]=1)=O)(C)(C)C.C(O)(C(F)(F)F)=O. Product: [CH2:36]([C:33]1[N:32]=[CH:31][C:30]([C:26]2[CH:25]=[C:24]([C:22]3[CH2:21][C:20](=[O:38])[NH:19][C:9]4[CH:10]=[C:11]([C:15]([F:18])([F:17])[F:16])[CH:12]=[CH:13][C:8]=4[N:7]=3)[CH:29]=[CH:28][CH:27]=2)=[CH:35][CH:34]=1)[CH3:37]. The catalyst class is: 2.